This data is from TCR-epitope binding with 47,182 pairs between 192 epitopes and 23,139 TCRs. The task is: Binary Classification. Given a T-cell receptor sequence (or CDR3 region) and an epitope sequence, predict whether binding occurs between them. The epitope is NQKLIANQF. The TCR CDR3 sequence is CASSQAPTSGGEQFF. Result: 1 (the TCR binds to the epitope).